This data is from Forward reaction prediction with 1.9M reactions from USPTO patents (1976-2016). The task is: Predict the product of the given reaction. Given the reactants [C:1]([N:4]1[C:13]2[C:8](=[CH:9][C:10]([C:14]#[N:15])=[CH:11][CH:12]=2)[C@H:7]([NH2:16])[C@@H:6]([CH3:17])[C@@H:5]1[CH:18]1[CH2:20][CH2:19]1)(=[O:3])[CH3:2].Br[C:22]1[CH:27]=[CH:26][C:25]([F:28])=[CH:24][N:23]=1.CC(C)([O-])C.[Na+], predict the reaction product. The product is: [C:1]([N:4]1[C:13]2[C:8](=[CH:9][C:10]([C:14]#[N:15])=[CH:11][CH:12]=2)[C@H:7]([NH:16][C:22]2[CH:27]=[CH:26][C:25]([F:28])=[CH:24][N:23]=2)[C@@H:6]([CH3:17])[C@@H:5]1[CH:18]1[CH2:20][CH2:19]1)(=[O:3])[CH3:2].